From a dataset of Full USPTO retrosynthesis dataset with 1.9M reactions from patents (1976-2016). Predict the reactants needed to synthesize the given product. (1) Given the product [CH3:10][CH:8]([CH3:9])[CH:7]([CH2:11][S:12]([N:18]1[CH2:19][CH2:20][C:21]2[C:29]3[C:24](=[CH:25][CH:26]=[CH:27][CH:28]=3)[NH:23][C:22]=2[CH2:17]1)(=[O:13])=[O:14])[C:6]([OH:5])=[O:16], predict the reactants needed to synthesize it. The reactants are: C([O:5][C:6](=[O:16])[CH:7]([CH2:11][S:12](Cl)(=[O:14])=[O:13])[CH:8]([CH3:10])[CH3:9])(C)(C)C.[CH2:17]1[C:22]2[NH:23][C:24]3[C:29]([C:21]=2[CH2:20][CH2:19][NH:18]1)=[CH:28][CH:27]=[CH:26][CH:25]=3.C(N(CC)CC)C.FC(F)(F)C(O)=O. (2) Given the product [Cl:1][C:2]1[CH:3]=[CH:4][C:5]([CH:8]([CH:13]2[CH2:17][CH2:16][CH2:15][CH2:14]2)[C:9]([O:11][CH3:12])=[O:10])=[CH:6][CH:7]=1, predict the reactants needed to synthesize it. The reactants are: [Cl:1][C:2]1[CH:7]=[CH:6][C:5]([CH2:8][C:9]([O:11][CH3:12])=[O:10])=[CH:4][CH:3]=1.[CH:13]1(Br)[CH2:17][CH2:16][CH2:15][CH2:14]1. (3) Given the product [Cl:1][C:2]1[CH:7]=[CH:6][C:5]([Cl:8])=[CH:4][C:3]=1[C:24]([CH:23]1[CH2:22][CH2:21][N:20]([C:17](=[O:19])[CH3:18])[CH2:28][CH2:27]1)=[O:25], predict the reactants needed to synthesize it. The reactants are: [Cl:1][C:2]1[CH:7]=[CH:6][C:5]([Cl:8])=[CH:4][C:3]=1I.C([Mg]Cl)(C)C.[Cl-].[Li+].[C:17]([N:20]1[CH2:28][CH2:27][CH:23]([C:24](Cl)=[O:25])[CH2:22][CH2:21]1)(=[O:19])[CH3:18]. (4) Given the product [CH:29]([C:28]1[N:1]=[N:2][NH:3][C:27]=1[C:22]1[CH:23]=[C:24]2[C:19](=[CH:20][C:21]=1[O:31][CH:32]1[CH2:33][CH2:34][N:35]([C:38]([O:40][C:41]([CH3:44])([CH3:43])[CH3:42])=[O:39])[CH2:36][CH2:37]1)[N:18]=[C:17]([NH:16][C:12]1[CH:13]=[CH:14][CH:15]=[C:10]([C:9]3[O:5][CH:6]=[N:7][CH:8]=3)[CH:11]=1)[N:26]=[CH:25]2)=[O:30], predict the reactants needed to synthesize it. The reactants are: [N-:1]=[N+:2]=[N-:3].[Na+].[O:5]1[C:9]([C:10]2[CH:11]=[C:12]([NH:16][C:17]3[N:26]=[CH:25][C:24]4[C:19](=[CH:20][C:21]([O:31][CH:32]5[CH2:37][CH2:36][N:35]([C:38]([O:40][C:41]([CH3:44])([CH3:43])[CH3:42])=[O:39])[CH2:34][CH2:33]5)=[C:22]([C:27]#[C:28][CH:29]=[O:30])[CH:23]=4)[N:18]=3)[CH:13]=[CH:14][CH:15]=2)=[CH:8][N:7]=[CH:6]1.OP([O-])(O)=O.[K+].C(OCC)C. (5) Given the product [CH2:9]([N:8]([CH2:1][C:2]1[CH:7]=[CH:6][CH:5]=[CH:4][CH:3]=1)[CH:55]([CH2:61][CH2:62][CH2:63][CH2:64][CH2:65][CH3:66])[CH:56]([O:57][CH3:58])[O:59][CH3:60])[C:10]1[CH:15]=[CH:14][CH:13]=[CH:12][CH:11]=1, predict the reactants needed to synthesize it. The reactants are: [CH2:1]([NH:8][CH2:9][C:10]1[CH:15]=[CH:14][CH:13]=[CH:12][CH:11]=1)[C:2]1[CH:7]=[CH:6][CH:5]=[CH:4][CH:3]=1.C1(N(CCCC)C2CCCCC2)CCCCC1.C(=O)CCCCCCC.C1(N([CH:55]([CH2:61][CH2:62][CH2:63][CH2:64][CH2:65][CH2:66]CCCC)[CH:56]([O:59][CH3:60])[O:57][CH3:58])C2CCCCC2)CCCCC1. (6) Given the product [Br:11][C:8]1[CH:7]=[C:3]2[C:2](=[CH:10][CH:9]=1)[N:1]=[CH:12][N:26]([C:27]1[CH:32]=[CH:31][CH:30]=[CH:29][CH:28]=1)[C:4]2=[O:6], predict the reactants needed to synthesize it. The reactants are: [NH2:1][C:2]1[CH:10]=[CH:9][C:8]([Br:11])=[CH:7][C:3]=1[C:4]([OH:6])=O.[CH:12](OCC)(OCC)OCC.C(O)(=O)C.[NH2:26][C:27]1[CH:32]=[CH:31][CH:30]=[CH:29][CH:28]=1. (7) Given the product [CH2:1]([C:3]([C:21]1[CH:26]=[CH:25][C:24]([O:27][CH2:44][CH2:43][CH2:42][CH2:41][CH2:40][CH2:39][C:38]([OH:46])=[O:37])=[C:23]([CH3:28])[CH:22]=1)([C:6]1[CH:11]=[CH:10][C:9]([CH2:12][CH2:13][CH:14]([OH:19])[C:15]([CH3:17])([CH3:18])[CH3:16])=[C:8]([CH3:20])[CH:7]=1)[CH2:4][CH3:5])[CH3:2], predict the reactants needed to synthesize it. The reactants are: [CH2:1]([C:3]([C:21]1[CH:26]=[CH:25][C:24]([OH:27])=[C:23]([CH3:28])[CH:22]=1)([C:6]1[CH:11]=[CH:10][C:9]([CH2:12][CH2:13][CH:14]([OH:19])[C:15]([CH3:18])([CH3:17])[CH3:16])=[C:8]([CH3:20])[CH:7]=1)[CH2:4][CH3:5])[CH3:2].C([O-])([O-])=O.[K+].[K+].C([O:37][C:38](=[O:46])[CH2:39][CH2:40][CH2:41][CH2:42][CH2:43][CH2:44]Br)C.O.